This data is from Full USPTO retrosynthesis dataset with 1.9M reactions from patents (1976-2016). The task is: Predict the reactants needed to synthesize the given product. (1) Given the product [NH3:1].[OH2:11].[N:1]1[C:2]([CH:10]=[O:11])=[CH:3][N:4]2[CH:9]=[CH:8][CH:7]=[CH:6][C:5]=12, predict the reactants needed to synthesize it. The reactants are: [N:1]1[C:2]([CH2:10][OH:11])=[CH:3][N:4]2[CH:9]=[CH:8][CH:7]=[CH:6][C:5]=12. (2) Given the product [F:1][C:2]1[CH:3]=[C:4]([CH2:16][C:17]([O:19][CH3:20])=[O:18])[CH:5]=[CH:6][C:7]=1[B:21]1[O:25][C:24]([CH3:27])([CH3:26])[C:23]([CH3:29])([CH3:28])[O:22]1, predict the reactants needed to synthesize it. The reactants are: [F:1][C:2]1[CH:3]=[C:4]([CH2:16][C:17]([O:19][CH3:20])=[O:18])[CH:5]=[CH:6][C:7]=1OS(C(F)(F)F)(=O)=O.[B:21]1([B:21]2[O:25][C:24]([CH3:27])([CH3:26])[C:23]([CH3:29])([CH3:28])[O:22]2)[O:25][C:24]([CH3:27])([CH3:26])[C:23]([CH3:29])([CH3:28])[O:22]1.C([O-])(=O)C.[K+]. (3) Given the product [Cl:1][C:2]1[CH:11]=[C:10]([CH:9]=[C:8]([F:16])[C:3]=1[C:4]([O:6][CH3:7])=[O:5])[C:12]([OH:14])=[O:13], predict the reactants needed to synthesize it. The reactants are: [Cl:1][C:2]1[CH:11]=[C:10]([C:12]([O:14]C)=[O:13])[CH:9]=[C:8]([F:16])[C:3]=1[C:4]([O:6][CH3:7])=[O:5].[OH-].[Na+]. (4) Given the product [C:1]([O:5][C:6]([N:8]([C@@H:9]1[CH2:10][CH2:11][C@@H:12]([C:17]2[CH:22]=[CH:21][CH:20]=[C:19]([F:23])[C:18]=2[F:24])[CH:13]([CH2:15][OH:16])[NH:14][C:25]1=[O:27])[C:28]([O:30][C:31]([CH3:33])([CH3:32])[CH3:34])=[O:29])=[O:7])([CH3:4])([CH3:2])[CH3:3], predict the reactants needed to synthesize it. The reactants are: [C:1]([O:5][C:6]([N:8]([C:28]([O:30][C:31]([CH3:34])([CH3:33])[CH3:32])=[O:29])[C@@H:9]([C:25]([OH:27])=O)[CH2:10][CH2:11][C@@H:12]([C:17]1[CH:22]=[CH:21][CH:20]=[C:19]([F:23])[C:18]=1[F:24])[CH:13]([CH2:15][OH:16])[NH2:14])=[O:7])([CH3:4])([CH3:3])[CH3:2].C(Cl)CCl.C1C=NC2N(O)N=NC=2C=1.C([O-])(O)=O.[Na+]. (5) Given the product [N:7]1[CH:8]=[CH:9][C:4]([CH:1]([OH:3])[CH3:2])=[CH:5][CH:6]=1, predict the reactants needed to synthesize it. The reactants are: [C:1]([C:4]1[CH:9]=[CH:8][N:7]=[CH:6][CH:5]=1)(=[O:3])[CH3:2].[BH4-].[Na+].CO.